This data is from Full USPTO retrosynthesis dataset with 1.9M reactions from patents (1976-2016). The task is: Predict the reactants needed to synthesize the given product. (1) Given the product [Br:1][C:2]1[CH:3]=[C:4]2[C:5](=[CH:13][CH:14]=1)[C:6](=[O:7])[O:18][C@H:16]([CH3:17])[CH2:15]2, predict the reactants needed to synthesize it. The reactants are: [Br:1][C:2]1[CH:14]=[CH:13][C:5]([C:6](N(CC)CC)=[O:7])=[C:4]([CH2:15][C@H:16]([OH:18])[CH3:17])[CH:3]=1. (2) Given the product [C:4]([O:3][C:1](=[O:2])[NH:8][C:9]1[CH:10]=[CH:11][C:12]([CH:34]2[CH2:33][C:32](=[O:37])[N:31]([CH2:24][C:25]3[CH:30]=[CH:29][CH:28]=[CH:27][CH:26]=3)[C:35]2=[O:36])=[CH:13][CH:14]=1)([CH3:5])([CH3:6])[CH3:7], predict the reactants needed to synthesize it. The reactants are: [C:1]([NH:8][C:9]1[CH:14]=[CH:13][C:12](B2OC(C)(C)C(C)(C)O2)=[CH:11][CH:10]=1)([O:3][C:4]([CH3:7])([CH3:6])[CH3:5])=[O:2].[CH2:24]([N:31]1[C:35](=[O:36])[CH:34]=[CH:33][C:32]1=[O:37])[C:25]1[CH:30]=[CH:29][CH:28]=[CH:27][CH:26]=1.[OH-].[K+]. (3) Given the product [C:25]1([C:28]2[CH:29]=[CH:30][CH:31]=[CH:32][CH:33]=2)[CH:24]=[CH:23][C:22]([C:20]2[CH:21]=[C:17]([C:15]([NH:14][CH:5]([CH2:6][C:7]3[CH:8]=[CH:9][C:10]([Cl:13])=[CH:11][CH:12]=3)[C:4]([OH:44])=[O:3])=[O:16])[N:18]([C:34]3[CH:39]=[CH:38][CH:37]=[C:36]([C:40]([F:43])([F:42])[F:41])[CH:35]=3)[N:19]=2)=[CH:27][CH:26]=1, predict the reactants needed to synthesize it. The reactants are: C([O:3][C:4](=[O:44])[CH:5]([NH:14][C:15]([C:17]1[N:18]([C:34]2[CH:39]=[CH:38][CH:37]=[C:36]([C:40]([F:43])([F:42])[F:41])[CH:35]=2)[N:19]=[C:20]([C:22]2[CH:27]=[CH:26][C:25]([C:28]3[CH:33]=[CH:32][CH:31]=[CH:30][CH:29]=3)=[CH:24][CH:23]=2)[CH:21]=1)=[O:16])[CH2:6][C:7]1[CH:12]=[CH:11][C:10]([Cl:13])=[CH:9][CH:8]=1)C.[OH-].[Na+]. (4) Given the product [OH:1][CH2:2][C:3]1[CH:4]=[CH:5][C:6]([CH3:12])=[C:7]([CH:11]=1)[C:8]([NH:37][C:34]1[CH:35]=[N:36][C:31]([NH:30][C:27]2[CH:28]=[CH:29][C:24]([S:21]([CH2:20][CH2:19][CH2:18][N:13]3[CH2:17][CH2:16][CH2:15][CH2:14]3)(=[O:22])=[O:23])=[CH:25][CH:26]=2)=[N:32][CH:33]=1)=[O:10], predict the reactants needed to synthesize it. The reactants are: [OH:1][CH2:2][C:3]1[CH:4]=[CH:5][C:6]([CH3:12])=[C:7]([CH:11]=1)[C:8]([OH:10])=O.[N:13]1([CH2:18][CH2:19][CH2:20][S:21]([C:24]2[CH:29]=[CH:28][C:27]([NH:30][C:31]3[N:36]=[CH:35][C:34]([NH2:37])=[CH:33][N:32]=3)=[CH:26][CH:25]=2)(=[O:23])=[O:22])[CH2:17][CH2:16][CH2:15][CH2:14]1. (5) Given the product [Br:11][C:6]1[C:5]([F:12])=[CH:4][CH:3]=[C:2]2[C:7]=1[C:8](=[O:10])[N:58]([C:59]1[CH:64]=[CH:63][CH:62]=[CH:61][CH:60]=1)[C:33]([C@@H:21]1[CH2:22][C@H:23]([O:25][Si:26]([C:29]([CH3:31])([CH3:32])[CH3:30])([CH3:28])[CH3:27])[CH2:24][N:20]1[C:18]([O:17][C:13]([CH3:14])([CH3:16])[CH3:15])=[O:19])=[N:1]2, predict the reactants needed to synthesize it. The reactants are: [NH2:1][C:2]1[C:7]([C:8]([OH:10])=O)=[C:6]([Br:11])[C:5]([F:12])=[CH:4][CH:3]=1.[C:13]([O:17][C:18]([N:20]1[CH2:24][C@@H:23]([O:25][Si:26]([C:29]([CH3:32])([CH3:31])[CH3:30])([CH3:28])[CH3:27])[CH2:22][C@H:21]1[C:33](O)=O)=[O:19])([CH3:16])([CH3:15])[CH3:14].C1(OP(OC2C=CC=CC=2)OC2C=CC=CC=2)C=CC=CC=1.[NH2:58][C:59]1[CH:64]=[CH:63][CH:62]=[CH:61][CH:60]=1. (6) Given the product [N:21]1[CH:22]=[CH:23][C:18]([NH:1][C:2]2[CH:11]=[C:10]3[C:5]([CH2:6][CH2:7][CH:8]([C:12]([O:14][CH3:15])=[O:13])[CH2:9]3)=[CH:4][CH:3]=2)=[CH:19][CH:20]=1, predict the reactants needed to synthesize it. The reactants are: [NH2:1][C:2]1[CH:11]=[C:10]2[C:5]([CH2:6][CH2:7][CH:8]([C:12]([O:14][CH3:15])=[O:13])[CH2:9]2)=[CH:4][CH:3]=1.Cl.Br[C:18]1[CH:23]=[CH:22][N:21]=[CH:20][CH:19]=1.Cl. (7) Given the product [C:13]([C:10]1[CH:11]=[CH:12][C:7]([C:20]([C:19]2[C:18]([Cl:17])=[N:26][CH:25]=[CH:24][CH:23]=2)=[O:21])=[CH:8][CH:9]=1)([CH3:16])([CH3:15])[CH3:14], predict the reactants needed to synthesize it. The reactants are: CCOCC.Br[C:7]1[CH:12]=[CH:11][C:10]([C:13]([CH3:16])([CH3:15])[CH3:14])=[CH:9][CH:8]=1.[Cl:17][C:18]1[N:26]=[CH:25][CH:24]=[CH:23][C:19]=1[C:20](Cl)=[O:21].C([O-])([O-])=O.[K+].[K+]. (8) Given the product [Cl:15][C:16]1[CH:17]=[N:18][CH:19]=[CH:20][C:21]=1[C:2]1[C:3]([NH:9][CH:10]2[CH2:14][CH2:13][CH2:12][CH2:11]2)=[N:4][C:5]([NH2:8])=[N:6][CH:7]=1, predict the reactants needed to synthesize it. The reactants are: Br[C:2]1[C:3]([NH:9][CH:10]2[CH2:14][CH2:13][CH2:12][CH2:11]2)=[N:4][C:5]([NH2:8])=[N:6][CH:7]=1.[Cl:15][C:16]1[CH:17]=[N:18][CH:19]=[CH:20][C:21]=1B(O)O.C(=O)([O-])[O-].[Na+].[Na+]. (9) Given the product [CH3:8][CH:7]([CH3:9])[C:6](=[O:10])[CH:5]([C:4](=[O:11])[CH:2]([CH3:1])[CH3:3])[CH2:15][C:16]([O:18][C:19]([CH3:22])([CH3:21])[CH3:20])=[O:17], predict the reactants needed to synthesize it. The reactants are: [CH3:1][CH:2]([C:4](=[O:11])[CH2:5][C:6](=[O:10])[CH:7]([CH3:9])[CH3:8])[CH3:3].[H-].[Na+].Br[CH2:15][C:16]([O:18][C:19]([CH3:22])([CH3:21])[CH3:20])=[O:17]. (10) Given the product [CH2:19]([C:3]1[NH:4][C:5]2[N:6]=[C:7]([CH2:12][C:13]3[CH:14]=[N:15][CH:16]=[CH:17][CH:18]=3)[N:8]=[C:9]([N:28]3[CH2:36][CH:31]([NH2:30])[CH2:32]3)[C:10]=2[C:2]=1[CH3:48])[CH3:20], predict the reactants needed to synthesize it. The reactants are: Cl[C:2]1[C:10]2[C:9](O)=[N:8][C:7]([CH2:12][C:13]3[CH:14]=[N:15][CH:16]=[CH:17][CH:18]=3)=[N:6][C:5]=2[NH:4][C:3]=1[CH2:19][CH3:20].F[P-](F)(F)(F)(F)F.[N:28]1(O[P+](N(C)C)(N(C)C)N(C)C)[C:32]2C=CC=[CH:36][C:31]=2[N:30]=N1.[CH2:48]1CCN2C(=NCCC2)CC1.N1CC(NC(=O)OC(C)(C)C)C1.